This data is from Full USPTO retrosynthesis dataset with 1.9M reactions from patents (1976-2016). The task is: Predict the reactants needed to synthesize the given product. (1) Given the product [OH:23][CH2:22][CH2:21][CH2:20][CH2:19][CH2:18][CH2:17][CH2:16][CH2:15][CH2:14][O:1][C:2]1[CH:10]=[CH:9][C:5]([C:6]([OH:8])=[O:7])=[CH:4][CH:3]=1, predict the reactants needed to synthesize it. The reactants are: [OH:1][C:2]1[CH:10]=[CH:9][C:5]([C:6]([OH:8])=[O:7])=[CH:4][CH:3]=1.[OH-].[Na+].Cl[CH2:14][CH2:15][CH2:16][CH2:17][CH2:18][CH2:19][CH2:20][CH2:21][CH2:22][OH:23].[I-].[K+].Cl. (2) Given the product [F:1][C:2]1[CH:3]=[C:4]([CH2:9][CH2:10][NH2:11])[CH:5]=[C:6]([F:8])[CH:7]=1, predict the reactants needed to synthesize it. The reactants are: [F:1][C:2]1[CH:3]=[C:4]([CH2:9][C:10]#[N:11])[CH:5]=[C:6]([F:8])[CH:7]=1. (3) Given the product [CH2:1]([N:3]1[C:15]2[CH:14]=[CH:13][C:12]([CH2:16][CH2:17][C:18](=[O:33])[CH2:19][C:20](=[O:32])[CH2:21][CH2:22][C:23]3[CH:28]=[CH:27][C:26]([O:29][CH3:30])=[C:25]([OH:31])[CH:24]=3)=[CH:11][C:10]=2[C:9]2[C:4]1=[CH:5][CH:6]=[CH:7][CH:8]=2)[CH3:2], predict the reactants needed to synthesize it. The reactants are: [CH2:1]([N:3]1[C:15]2[CH:14]=[CH:13][C:12](/[CH:16]=[CH:17]/[C:18](=[O:33])[CH2:19][C:20](=[O:32])/[CH:21]=[CH:22]/[C:23]3[CH:28]=[CH:27][C:26]([O:29][CH3:30])=[C:25]([OH:31])[CH:24]=3)=[CH:11][C:10]=2[C:9]2[C:4]1=[CH:5][CH:6]=[CH:7][CH:8]=2)[CH3:2].CN(C)C1C=CC(/C=C/C(=O)CC(=O)/C=C/C2C=CC(O)=C(OC)C=2)=CC=1.